Dataset: Merck oncology drug combination screen with 23,052 pairs across 39 cell lines. Task: Regression. Given two drug SMILES strings and cell line genomic features, predict the synergy score measuring deviation from expected non-interaction effect. (1) Drug 1: C=CCn1c(=O)c2cnc(Nc3ccc(N4CCN(C)CC4)cc3)nc2n1-c1cccc(C(C)(C)O)n1. Drug 2: Cc1nc(Nc2ncc(C(=O)Nc3c(C)cccc3Cl)s2)cc(N2CCN(CCO)CC2)n1. Cell line: HCT116. Synergy scores: synergy=32.6. (2) Drug 1: O=C(NOCC(O)CO)c1ccc(F)c(F)c1Nc1ccc(I)cc1F. Drug 2: CCC1(O)C(=O)OCc2c1cc1n(c2=O)Cc2cc3c(CN(C)C)c(O)ccc3nc2-1. Cell line: CAOV3. Synergy scores: synergy=14.9.